From a dataset of Forward reaction prediction with 1.9M reactions from USPTO patents (1976-2016). Predict the product of the given reaction. Given the reactants [C:1]1([CH:7]2[CH2:11][NH:10][N:9]=[C:8]2[C:12]2[CH:22]=[CH:21][C:15]3[O:16][CH2:17][C:18](=[O:20])[NH:19][C:14]=3[CH:13]=2)[CH:6]=[CH:5][CH:4]=[CH:3][CH:2]=1.FC(F)(F)S(Cl)(=O)=O.N1C=CC=CC=1, predict the reaction product. The product is: [C:1]1([C:7]2[C:8]([C:12]3[CH:22]=[CH:21][C:15]4[O:16][CH2:17][C:18](=[O:20])[NH:19][C:14]=4[CH:13]=3)=[N:9][NH:10][CH:11]=2)[CH:2]=[CH:3][CH:4]=[CH:5][CH:6]=1.